Dataset: Full USPTO retrosynthesis dataset with 1.9M reactions from patents (1976-2016). Task: Predict the reactants needed to synthesize the given product. (1) Given the product [C:13]([O:17][C:18](=[O:26])[N:19]([CH:20]1[CH2:24][CH2:23][N:22]([C:10]([C:2]2[NH:1][C:9]3[C:4]([CH:3]=2)=[CH:5][CH:6]=[CH:7][CH:8]=3)=[O:12])[CH2:21]1)[CH3:25])([CH3:16])([CH3:14])[CH3:15], predict the reactants needed to synthesize it. The reactants are: [NH:1]1[C:9]2[C:4](=[CH:5][CH:6]=[CH:7][CH:8]=2)[CH:3]=[C:2]1[C:10]([OH:12])=O.[C:13]([O:17][C:18](=[O:26])[N:19]([CH3:25])[CH:20]1[CH2:24][CH2:23][NH:22][CH2:21]1)([CH3:16])([CH3:15])[CH3:14].C1N=CN(C(N2C=NC=C2)=O)C=1. (2) Given the product [CH3:28][C:27](=[CH2:26])[CH2:29][C:2]1[N:11]=[C:10]2[N:4]([CH2:5][CH2:6][C:7]3[CH:23]=[CH:22][CH:21]=[CH:20][C:8]=3[CH:9]2[O:12][CH:13]2[CH2:18][CH2:17][N:16]([CH3:19])[CH2:15][CH2:14]2)[C:3]=1[C:24]#[N:25], predict the reactants needed to synthesize it. The reactants are: I[C:2]1[N:11]=[C:10]2[N:4]([CH2:5][CH2:6][C:7]3[CH:23]=[CH:22][CH:21]=[CH:20][C:8]=3[CH:9]2[O:12][CH:13]2[CH2:18][CH2:17][N:16]([CH3:19])[CH2:15][CH2:14]2)[C:3]=1[C:24]#[N:25].[CH2:26]([Sn](CCCC)(CCCC)CCCC)[C:27](=[CH2:29])[CH3:28].[K].[Li+].[Cl-]. (3) Given the product [N:4]1([C:7]2[CH:13]=[CH:12][C:10]([NH:11][C:14]([N:40]3[CH2:39][CH2:38][C:37]4[C:42](=[C:33]([N:30]5[CH2:31][CH2:32][N:27]([CH3:26])[CH2:28][CH2:29]5)[CH:34]=[CH:35][CH:36]=4)[CH2:41]3)=[O:15])=[CH:9][CH:8]=2)[CH2:3][CH2:2][O:1][CH2:6][CH2:5]1, predict the reactants needed to synthesize it. The reactants are: [O:1]1[CH2:6][CH2:5][N:4]([C:7]2[CH:13]=[CH:12][C:10]([NH2:11])=[CH:9][CH:8]=2)[CH2:3][CH2:2]1.[C:14](N1C=CN=C1)(N1C=CN=C1)=[O:15].[CH3:26][N:27]1[CH2:32][CH2:31][N:30]([C:33]2[CH:34]=[CH:35][CH:36]=[C:37]3[C:42]=2[CH2:41][NH:40][CH2:39][CH2:38]3)[CH2:29][CH2:28]1. (4) Given the product [F:12][C:13]1[CH:21]=[CH:20][C:19]([CH:22]=[O:23])=[CH:18][C:14]=1[C:15]([N:1]1[CH2:2][CH:3]([C:5]([N:7]2[CH2:8][CH2:9][CH2:10][CH2:11]2)=[O:6])[CH2:4]1)=[O:16], predict the reactants needed to synthesize it. The reactants are: [NH:1]1[CH2:4][CH:3]([C:5]([N:7]2[CH2:11][CH2:10][CH2:9][CH2:8]2)=[O:6])[CH2:2]1.[F:12][C:13]1[CH:21]=[CH:20][C:19]([CH:22]=[O:23])=[CH:18][C:14]=1[C:15](O)=[O:16].F[P-](F)(F)(F)(F)F.N1(OC(N(C)C)=[N+](C)C)C2C=CC=CC=2N=N1.C(N(CC)C(C)C)(C)C. (5) Given the product [NH2:36][C:33]1[N:32]=[C:10]([C:8]2[C:7]([CH3:13])=[C:6]([C:14]3[CH:19]=[CH:18][CH:17]=[C:16]([C:20]([F:22])([F:23])[F:21])[CH:15]=3)[C:5]3[N:4]([N:3]=[C:2]([NH2:1])[N:24]=3)[CH:9]=2)[N:52]([C:53]2[CH:54]=[CH:55][C:56]([C:57]#[N:58])=[CH:38][CH:37]=2)[N:60]=1, predict the reactants needed to synthesize it. The reactants are: [NH2:1][C:2]1[N:24]=[C:5]2[C:6]([C:14]3[CH:19]=[CH:18][CH:17]=[C:16]([C:20]([F:23])([F:22])[F:21])[CH:15]=3)=[C:7]([CH3:13])[C:8]([C:10](O)=O)=[CH:9][N:4]2[N:3]=1.C(OC([NH:32][C:33](=[NH:36])SC)=O)(C)(C)C.[CH2:37](N(CC)CC)[CH3:38].CN(C(O[N:52]1[N:60]=N[C:54]2[CH:55]=[CH:56][CH:57]=[N:58][C:53]1=2)=[N+](C)C)C.F[P-](F)(F)(F)(F)F.C([O-])(O)=O.[Na+]. (6) Given the product [F:11][C:3]1[CH:4]=[C:5]([N+:8]([O-:10])=[O:9])[CH:6]=[CH:7][C:2]=1[O:18][C:12]1[CH:17]=[CH:16][CH:15]=[CH:14][CH:13]=1, predict the reactants needed to synthesize it. The reactants are: F[C:2]1[CH:7]=[CH:6][C:5]([N+:8]([O-:10])=[O:9])=[CH:4][C:3]=1[F:11].[C:12]1([OH:18])[CH:17]=[CH:16][CH:15]=[CH:14][CH:13]=1.[H-].[Na+]. (7) Given the product [N:25]1([CH2:2][CH2:3][CH2:4][CH2:5][O:6][C:7]2[CH:12]=[CH:11][C:10]([NH:13][CH:14]=[C:15]3[C:23]4[C:18](=[CH:19][CH:20]=[CH:21][CH:22]=4)[NH:17][C:16]3=[O:24])=[CH:9][CH:8]=2)[CH2:30][CH2:29][S:28][CH2:27][CH2:26]1, predict the reactants needed to synthesize it. The reactants are: I[CH2:2][CH2:3][CH2:4][CH2:5][O:6][C:7]1[CH:12]=[CH:11][C:10]([NH:13][CH:14]=[C:15]2[C:23]3[C:18](=[CH:19][CH:20]=[CH:21][CH:22]=3)[NH:17][C:16]2=[O:24])=[CH:9][CH:8]=1.[NH:25]1[CH2:30][CH2:29][S:28][CH2:27][CH2:26]1. (8) Given the product [F:1][C:2]([F:8])([F:7])[S:3]([O:6][CH3:10])(=[O:5])=[O:4], predict the reactants needed to synthesize it. The reactants are: [F:1][C:2]([F:8])([F:7])[S:3]([OH:6])(=[O:5])=[O:4].Cl[C:10](Cl)(Cl)C(Cl)=O.C(=O)(OC)OC. (9) The reactants are: [F:1][C:2]([F:8])([F:7])[C:3]([OH:6])([CH3:5])[CH3:4].Cl[C:10](Cl)([O:12]C(=O)OC(Cl)(Cl)Cl)Cl.Cl.FC(F)(F)C(O)=O.[CH3:29][S:30]([C:33]1[CH:54]=[CH:53][C:36]([O:37][C:38]2[N:43]=[CH:42][N:41]=[C:40]3[N:44]([CH:47]4[CH2:52][CH2:51][NH:50][CH2:49][CH2:48]4)[N:45]=[CH:46][C:39]=23)=[CH:35][CH:34]=1)(=[O:32])=[O:31].C(N(CC)CC)C.[Cl-].[NH4+]. Given the product [F:1][C:2]([F:8])([F:7])[C:3]([O:6][C:10]([N:50]1[CH2:49][CH2:48][CH:47]([N:44]2[C:40]3=[N:41][CH:42]=[N:43][C:38]([O:37][C:36]4[CH:35]=[CH:34][C:33]([S:30]([CH3:29])(=[O:32])=[O:31])=[CH:54][CH:53]=4)=[C:39]3[CH:46]=[N:45]2)[CH2:52][CH2:51]1)=[O:12])([CH3:5])[CH3:4], predict the reactants needed to synthesize it.